Dataset: Full USPTO retrosynthesis dataset with 1.9M reactions from patents (1976-2016). Task: Predict the reactants needed to synthesize the given product. Given the product [CH3:9][O:8][C:3]1[CH:4]=[CH:5][CH:6]=[CH:7][C:2]=1[N:10]1[CH2:15][CH2:14][N:13]([C:84]([O:83][C:80]([CH3:82])([CH3:81])[CH3:79])=[O:85])[CH2:12][CH2:11]1, predict the reactants needed to synthesize it. The reactants are: Br[C:2]1[CH:7]=[CH:6][CH:5]=[CH:4][C:3]=1[O:8][CH3:9].[NH:10]1[CH2:15][CH2:14][NH:13][CH2:12][CH2:11]1.C1C=CC(P(C2C(C3C(P(C4C=CC=CC=4)C4C=CC=CC=4)=CC=C4C=3C=CC=C4)=C3C(C=CC=C3)=CC=2)C2C=CC=CC=2)=CC=1.C1CCN2C(=NCCC2)CC1.CC([O-])(C)C.[Na+].[CH3:79][C:80]([O:83][C:84](O[C:84]([O:83][C:80]([CH3:82])([CH3:81])[CH3:79])=[O:85])=[O:85])([CH3:82])[CH3:81].